Dataset: Forward reaction prediction with 1.9M reactions from USPTO patents (1976-2016). Task: Predict the product of the given reaction. (1) The product is: [I:1][C:2]1[CH:3]=[C:4]([CH:8]=[CH:9][CH:10]=1)[C:5]([O:7][N:15]1[C:16](=[O:17])[CH2:11][CH2:12][C:13]1=[O:14])=[O:6]. Given the reactants [I:1][C:2]1[CH:3]=[C:4]([CH:8]=[CH:9][CH:10]=1)[C:5]([OH:7])=[O:6].[CH2:11]1[C:16](=[O:17])[N:15](OC(O[N:15]2[C:16](=[O:17])[CH2:11][CH2:12][C:13]2=[O:14])=O)[C:13](=[O:14])[CH2:12]1.N1C=CC=CC=1, predict the reaction product. (2) Given the reactants Cl[C:2]1[N:11]=[C:10]([NH2:12])[C:9]2[C:4](=[CH:5][C:6]([O:15][CH3:16])=[C:7]([O:13][CH3:14])[CH:8]=2)[N:3]=1.[CH2:17]([O:24][C:25]([NH:27][CH2:28][CH2:29][O:30][C:31]1[CH:32]=[C:33]([CH:37]2[NH:42][CH2:41][CH2:40][N:39]([C:43]([O:45][C:46]([CH3:49])([CH3:48])[CH3:47])=[O:44])[CH2:38]2)[CH:34]=[CH:35][CH:36]=1)=[O:26])[C:18]1[CH:23]=[CH:22][CH:21]=[CH:20][CH:19]=1, predict the reaction product. The product is: [NH2:12][C:10]1[C:9]2[C:4](=[CH:5][C:6]([O:15][CH3:16])=[C:7]([O:13][CH3:14])[CH:8]=2)[N:3]=[C:2]([N:42]2[CH2:41][CH2:40][N:39]([C:43]([O:45][C:46]([CH3:49])([CH3:47])[CH3:48])=[O:44])[CH2:38][CH:37]2[C:33]2[CH:34]=[CH:35][CH:36]=[C:31]([O:30][CH2:29][CH2:28][NH:27][C:25]([O:24][CH2:17][C:18]3[CH:19]=[CH:20][CH:21]=[CH:22][CH:23]=3)=[O:26])[CH:32]=2)[N:11]=1. (3) The product is: [C:26]([O:25][C:23]([NH:2][CH2:3][C:4]1[CH:5]=[CH:6][C:7]([CH2:10][CH2:11][C:12]([OH:14])=[O:13])=[CH:8][CH:9]=1)=[O:24])([CH3:29])([CH3:28])[CH3:27]. Given the reactants Cl.[NH2:2][CH2:3][C:4]1[CH:9]=[CH:8][C:7]([CH2:10][CH2:11][C:12]([O:14]C)=[O:13])=[CH:6][CH:5]=1.C(N(CC)CC)C.[C:23](O[C:23]([O:25][C:26]([CH3:29])([CH3:28])[CH3:27])=[O:24])([O:25][C:26]([CH3:29])([CH3:28])[CH3:27])=[O:24], predict the reaction product. (4) Given the reactants Cl[C:2]1[C:7](C)=[N:6][C:5]([CH3:9])=[CH:4][N:3]=1.[N-:10]=[N+:11]=[N-:12].[Na+].[CH3:14]N(C)C=O, predict the reaction product. The product is: [N:10]([C:7]1[C:2]([CH3:14])=[N:3][CH:4]=[C:5]([CH3:9])[N:6]=1)=[N+:11]=[N-:12]. (5) Given the reactants [CH2:1]([NH-])[CH2:2][CH3:3].[OH2:5].[C:6]1([CH3:16])[CH:11]=[CH:10][C:9](S(O)(=O)=O)=[CH:8][CH:7]=1.[C:17]([O-])([O-])=[O:18].[Na+].[Na+], predict the reaction product. The product is: [CH3:17][O:18][C:2]1[CH:1]=[CH:11][CH:10]=[C:9]2[C:3]=1[CH2:16][CH2:6][C:7](=[O:5])[CH2:8]2. (6) Given the reactants [Cl:1][C:2]1[CH:7]=[CH:6][C:5]([C:8]2[N:9]=[CH:10][C:11]([C:21](O)=[O:22])=[N:12][C:13]=2[C:14]2[CH:19]=[CH:18][C:17]([Cl:20])=[CH:16][CH:15]=2)=[CH:4][CH:3]=1.C(OC(Cl)=O)C.CCN(C(C)C)C(C)C.[BH4-].[Na+], predict the reaction product. The product is: [Cl:1][C:2]1[CH:3]=[CH:4][C:5]([C:8]2[N:9]=[CH:10][C:11]([CH2:21][OH:22])=[N:12][C:13]=2[C:14]2[CH:19]=[CH:18][C:17]([Cl:20])=[CH:16][CH:15]=2)=[CH:6][CH:7]=1.